Dataset: Peptide-MHC class I binding affinity with 185,985 pairs from IEDB/IMGT. Task: Regression. Given a peptide amino acid sequence and an MHC pseudo amino acid sequence, predict their binding affinity value. This is MHC class I binding data. The peptide sequence is MLLTFLTSL. The MHC is HLA-A68:02 with pseudo-sequence HLA-A68:02. The binding affinity (normalized) is 0.369.